Dataset: Forward reaction prediction with 1.9M reactions from USPTO patents (1976-2016). Task: Predict the product of the given reaction. (1) Given the reactants CCN(CC)CC.[OH:8][CH:9]1[CH2:14][CH2:13][NH:12][CH2:11][CH2:10]1.Cl[C:16]([O:18][CH:19]([CH3:21])[CH3:20])=[O:17], predict the reaction product. The product is: [OH:8][CH:9]1[CH2:14][CH2:13][N:12]([C:16]([O:18][CH:19]([CH3:21])[CH3:20])=[O:17])[CH2:11][CH2:10]1. (2) The product is: [CH2:14]([O:11][C:3]1[CH:4]=[CH:5][C:6]([N+:8]([O-:10])=[O:9])=[CH:7][C:2]=1[F:1])[CH:13]=[CH2:12]. Given the reactants [F:1][C:2]1[CH:7]=[C:6]([N+:8]([O-:10])=[O:9])[CH:5]=[CH:4][C:3]=1[OH:11].[CH2:12](Br)[CH:13]=[CH2:14].C(=O)([O-])[O-].[K+].[K+], predict the reaction product. (3) Given the reactants [CH3:1][C:2]([O:4][C@H:5]1[C:14]2[C@@:15]3([CH3:30])[C@@H:26]([CH2:27][O:28][CH3:29])[O:25][C:23](=[O:24])[C:17]4=[CH:18][O:19][C:20]([C:21](=[O:22])[C:13]=2[C@@H:8]2[CH2:9][CH2:10][C@H:11]([OH:12])[C@@:7]2([CH3:31])[CH2:6]1)=[C:16]34)=[O:3].[NH2:32][C:33]1[CH:38]=[CH:37][CH:36]=[CH:35][CH:34]=1, predict the reaction product. The product is: [C:2]([O:4][C@H:5]1[C:14]2[C@:15]3([CH3:30])[C:16](/[C:17](=[CH:18]\[NH:32][C:33]4[CH:38]=[CH:37][CH:36]=[CH:35][CH:34]=4)/[C:23](=[O:24])[O:25][C@@H:26]3[CH2:27][O:28][CH3:29])=[C:20]([OH:19])[C:21](=[O:22])[C:13]=2[C@H:8]2[C@@:7]([CH3:31])([C@@H:11]([OH:12])[CH2:10][CH2:9]2)[CH2:6]1)(=[O:3])[CH3:1]. (4) The product is: [CH2:1]([NH:8][C:9]1[N:14]2[N:15]=[CH:16][C:17]([Br:18])=[C:13]2[N:12]=[CH:11][C:10]=1[C:19]([N:23]1[CH2:28][CH2:27][C:26]2([C:36]3[C:31](=[CH:32][CH:33]=[CH:34][CH:35]=3)[CH:30]=[CH:29]2)[CH2:25][CH2:24]1)=[O:21])[C:2]1[CH:3]=[CH:4][CH:5]=[CH:6][CH:7]=1. Given the reactants [CH2:1]([NH:8][C:9]1[N:14]2[N:15]=[CH:16][C:17]([Br:18])=[C:13]2[N:12]=[CH:11][C:10]=1[C:19]([OH:21])=O)[C:2]1[CH:7]=[CH:6][CH:5]=[CH:4][CH:3]=1.Cl.[NH:23]1[CH2:28][CH2:27][C:26]2([C:36]3[C:31](=[CH:32][CH:33]=[CH:34][CH:35]=3)[CH:30]=[CH:29]2)[CH2:25][CH2:24]1, predict the reaction product. (5) The product is: [CH3:34][C:24]1[CH:29]=[CH:28][C:27]([S:30]([O:8][CH2:9][CH2:10][C:11]2[CH:16]=[CH:15][CH:14]=[CH:13][C:12]=2[N:17]2[CH2:22][CH2:21][CH2:20][CH2:19][C:18]2=[O:23])(=[O:32])=[O:31])=[CH:26][CH:25]=1. Given the reactants C(N(CC)CC)C.[OH:8][CH2:9][CH2:10][C:11]1[CH:16]=[CH:15][CH:14]=[CH:13][C:12]=1[N:17]1[CH2:22][CH2:21][CH2:20][CH2:19][C:18]1=[O:23].[C:24]1([CH3:34])[CH:29]=[CH:28][C:27]([S:30](Cl)(=[O:32])=[O:31])=[CH:26][CH:25]=1, predict the reaction product. (6) The product is: [Cl:1][C:2]1[CH:29]=[CH:28][CH:27]=[C:26]([CH:30]2[CH2:32][CH2:31]2)[C:3]=1[C:4]([N:6]1[C:14]2[C:9](=[C:10]([F:15])[CH:11]=[CH:12][CH:13]=2)[C:8]([N:16]2[CH2:17][CH2:18][CH:19]([C:22]([OH:24])=[O:23])[CH2:20][CH2:21]2)=[N:7]1)=[O:5]. Given the reactants [Cl:1][C:2]1[CH:29]=[CH:28][CH:27]=[C:26]([CH:30]2[CH2:32][CH2:31]2)[C:3]=1[C:4]([N:6]1[C:14]2[C:9](=[C:10]([F:15])[CH:11]=[CH:12][CH:13]=2)[C:8]([N:16]2[CH2:21][CH2:20][CH:19]([C:22]([O:24]C)=[O:23])[CH2:18][CH2:17]2)=[N:7]1)=[O:5].[OH-].[Li+].C1COCC1.Cl, predict the reaction product. (7) Given the reactants [Cl:1][C:2]1[CH:7]=[CH:6][C:5]([NH:8][C:9]([NH:11][CH2:12][C:13]2[CH:18]=[CH:17][CH:16]=[C:15]([N+:19]([O-])=O)[CH:14]=2)=[O:10])=[CH:4][C:3]=1[C:22]([F:25])([F:24])[F:23], predict the reaction product. The product is: [NH2:19][C:15]1[CH:14]=[C:13]([CH:18]=[CH:17][CH:16]=1)[CH2:12][NH:11][C:9]([NH:8][C:5]1[CH:6]=[CH:7][C:2]([Cl:1])=[C:3]([C:22]([F:25])([F:23])[F:24])[CH:4]=1)=[O:10]. (8) Given the reactants [CH2:1]([O:8][C:9]1[CH:15]=[CH:14][C:12]([NH2:13])=[CH:11][C:10]=1[Cl:16])[C:2]1[CH:7]=[CH:6][CH:5]=[CH:4][CH:3]=1.[C:17](N1C=CN=C1)(N1C=CN=C1)=[S:18], predict the reaction product. The product is: [CH2:1]([O:8][C:9]1[CH:15]=[CH:14][C:12]([N:13]=[C:17]=[S:18])=[CH:11][C:10]=1[Cl:16])[C:2]1[CH:3]=[CH:4][CH:5]=[CH:6][CH:7]=1.